Predict the reactants needed to synthesize the given product. From a dataset of Full USPTO retrosynthesis dataset with 1.9M reactions from patents (1976-2016). (1) Given the product [CH:1]([C:4]1[NH:8][C:7]([C:9]2[CH:14]=[CH:13][CH:12]=[C:11]([CH3:15])[N:10]=2)=[C:6]([C:16]2[CH:17]=[C:18]([C:32]3[CH:40]=[CH:39][C:35]([C:36]([NH2:38])=[O:37])=[CH:34][N:33]=3)[CH:19]=[CH:20][CH:21]=2)[N:5]=1)([CH3:3])[CH3:2], predict the reactants needed to synthesize it. The reactants are: [CH:1]([C:4]1[NH:5][C:6]([C:16]2[CH:21]=[CH:20][CH:19]=[C:18](B3OC(C)(C)C(C)(C)O3)[CH:17]=2)=[C:7]([C:9]2[CH:14]=[CH:13][CH:12]=[C:11]([CH3:15])[N:10]=2)[N:8]=1)([CH3:3])[CH3:2].Cl[C:32]1[CH:40]=[CH:39][C:35]([C:36]([NH2:38])=[O:37])=[CH:34][N:33]=1. (2) Given the product [CH2:1]([O:3][C:4]([C:6]1[C:7](=[O:24])[N:8]([CH2:17][C:18]2[CH:23]=[CH:22][CH:21]=[CH:20][CH:19]=2)[C:9]2[C:14]([C:15]=1[N:25]1[CH2:30][CH2:29][NH:28][CH2:27][CH2:26]1)=[CH:13][CH:12]=[CH:11][N:10]=2)=[O:5])[CH3:2], predict the reactants needed to synthesize it. The reactants are: [CH2:1]([O:3][C:4]([C:6]1[C:7](=[O:24])[N:8]([CH2:17][C:18]2[CH:23]=[CH:22][CH:21]=[CH:20][CH:19]=2)[C:9]2[C:14]([C:15]=1Cl)=[CH:13][CH:12]=[CH:11][N:10]=2)=[O:5])[CH3:2].[NH:25]1[CH2:30][CH2:29][NH:28][CH2:27][CH2:26]1. (3) Given the product [C:4]([O:3][C:1](=[O:2])[NH:8][C@H:9]([C:11]([F:16])=[O:13])[CH3:10])([CH3:7])([CH3:6])[CH3:5], predict the reactants needed to synthesize it. The reactants are: [C:1]([NH:8][C@H:9]([C:11]([OH:13])=O)[CH3:10])([O:3][C:4]([CH3:7])([CH3:6])[CH3:5])=[O:2].N1C(F)=NC(F)=NC=1[F:16].N1C=CC=CC=1. (4) Given the product [CH:36]1([O:41][C:42](=[O:55])[C@@H:43]([NH:47][C:48]([O:50][C:51]([CH3:54])([CH3:53])[CH3:52])=[O:49])[CH2:44][CH2:45][O:1][C:2]2[CH:11]=[C:10]3[C:5]([C:6]([NH:12][C:13]4[CH:14]=[N:15][C:16]([NH:19][C:20](=[O:27])[C:21]5[CH:26]=[CH:25][CH:24]=[CH:23][CH:22]=5)=[N:17][CH:18]=4)=[N:7][CH:8]=[N:9]3)=[CH:4][C:3]=2[O:28][CH3:29])[CH2:37][CH2:38][CH2:39][CH2:40]1, predict the reactants needed to synthesize it. The reactants are: [OH:1][C:2]1[CH:11]=[C:10]2[C:5]([C:6]([NH:12][C:13]3[CH:14]=[N:15][C:16]([NH:19][C:20](=[O:27])[C:21]4[CH:26]=[CH:25][CH:24]=[CH:23][CH:22]=4)=[N:17][CH:18]=3)=[N:7][CH:8]=[N:9]2)=[CH:4][C:3]=1[O:28][CH3:29].C([O-])([O-])=O.[K+].[K+].[CH:36]1([O:41][C:42](=[O:55])[C@@H:43]([NH:47][C:48]([O:50][C:51]([CH3:54])([CH3:53])[CH3:52])=[O:49])[CH2:44][CH2:45]Br)[CH2:40][CH2:39][CH2:38][CH2:37]1.